This data is from Catalyst prediction with 721,799 reactions and 888 catalyst types from USPTO. The task is: Predict which catalyst facilitates the given reaction. Reactant: [CH3:1][C@:2]12[C@@:19]3([CH3:20])[C@@H:10]([C@@:11]4([CH3:42])[C@H:16]([CH2:17][CH2:18]3)[C:15]([CH3:22])([CH3:21])[C@@H:14](C3(C([O-])=O)CC(C(OCC5C=CC=CC=5)=O)C3(C)C)[CH2:13][CH2:12]4)[CH2:9][CH2:8][C@@H:7]1[C@H:6]1[C@H:43]([C:46]3([CH3:49])[CH2:48][CH2:47]3)[CH2:44][CH2:45][C@:5]1([C:50]([N:52]1[CH2:56][CH2:55][CH2:54][C@H:53]1[C:57]1[NH:58][C:59]([C:62]3[CH:67]=[CH:66][CH:65]=[CH:64][CH:63]=3)=[CH:60][N:61]=1)=[O:51])[CH2:4][CH2:3]2.[CH:68]([O-:70])=[O:69].[NH4+].CC[O:74][C:75]([CH3:77])=[O:76].CO. Product: [CH3:1][C:2]1([CH3:7])[CH:3]([C:68]([O:70][C@H:14]2[CH2:13][CH2:12][C@@:11]3([CH3:42])[C@@H:16]([CH2:17][CH2:18][C@:19]4([CH3:20])[C@@H:10]3[CH2:9][CH2:8][C@H:7]3[C@@:2]4([CH3:1])[CH2:3][CH2:4][C@@:5]4([C:50]([N:52]5[CH2:56][CH2:55][CH2:54][C@H:53]5[C:57]5[NH:58][C:59]([C:62]6[CH:67]=[CH:66][CH:65]=[CH:64][CH:63]=6)=[CH:60][N:61]=5)=[O:51])[CH2:45][CH2:44][C@@H:43]([C:46]5([CH3:49])[CH2:48][CH2:47]5)[C@@H:6]43)[C:15]2([CH3:22])[CH3:21])=[O:69])[CH2:4][CH:77]1[C:75]([OH:74])=[O:76]. The catalyst class is: 45.